Dataset: Forward reaction prediction with 1.9M reactions from USPTO patents (1976-2016). Task: Predict the product of the given reaction. Given the reactants [ClH:1].C(OC([N:9]1[CH2:14][CH2:13][CH:12]([N:15]2[CH:20]=[CH:19][C:18]([C:21]([O:23][CH3:24])=[O:22])=[C:17]([CH3:25])[C:16]2=[O:26])[CH2:11][CH2:10]1)=O)(C)(C)C.C(OC(C)C)(C)C, predict the reaction product. The product is: [ClH:1].[CH3:25][C:17]1[C:16](=[O:26])[N:15]([CH:12]2[CH2:11][CH2:10][NH:9][CH2:14][CH2:13]2)[CH:20]=[CH:19][C:18]=1[C:21]([O:23][CH3:24])=[O:22].